Dataset: Forward reaction prediction with 1.9M reactions from USPTO patents (1976-2016). Task: Predict the product of the given reaction. (1) Given the reactants [CH3:1][O:2][C:3]1[C:8]([CH2:9][CH2:10][OH:11])=[CH:7][CH:6]=[CH:5][N:4]=1.C(N(CC)CC)C.C(=O)(O)[O-].[Na+], predict the reaction product. The product is: [CH3:1][O:2][C:3]1[C:8]([CH2:9][CH:10]=[O:11])=[CH:7][CH:6]=[CH:5][N:4]=1. (2) The product is: [Cl:1][C:2]1[CH:14]=[C:13]([CH3:15])[C:12]2[C:11]3[C:6](=[CH:7][CH:8]=[CH:9][CH:10]=3)[N:5]([CH2:19][CH:20]([CH3:22])[CH3:21])[C:4]=2[CH:3]=1. Given the reactants [Cl:1][C:2]1[CH:14]=[C:13]([CH3:15])[C:12]2[C:11]3[C:6](=[CH:7][CH:8]=[CH:9][CH:10]=3)[NH:5][C:4]=2[CH:3]=1.[H-].[Na+].Br[CH2:19][CH:20]([CH3:22])[CH3:21], predict the reaction product. (3) Given the reactants I[C:2]1[CH:3]=[N:4][N:5]2[C:10]([CH3:11])=[CH:9][C:8]([C:12]3[CH:17]=[CH:16][C:15]([C:18]([F:21])([F:20])[F:19])=[CH:14][CH:13]=3)=[N:7][C:6]=12.[C:22]([C:24]1[CH:25]=[N:26][C:27]([NH2:30])=[N:28][CH:29]=1)#[CH:23], predict the reaction product. The product is: [CH3:11][C:10]1[N:5]2[N:4]=[CH:3][C:2]([C:23]#[C:22][C:24]3[CH:25]=[N:26][C:27]([NH2:30])=[N:28][CH:29]=3)=[C:6]2[N:7]=[C:8]([C:12]2[CH:17]=[CH:16][C:15]([C:18]([F:21])([F:20])[F:19])=[CH:14][CH:13]=2)[CH:9]=1. (4) Given the reactants C(OC(=O)[NH:7][C:8]1([C:17]2[CH:22]=[CH:21][CH:20]=[CH:19][CH:18]=2)[CH2:13][CH2:12][C:11]([CH3:15])([CH3:14])[N:10]([CH3:16])[CH2:9]1)(C)(C)C.Cl.CO, predict the reaction product. The product is: [CH3:16][N:10]1[C:11]([CH3:15])([CH3:14])[CH2:12][CH2:13][C:8]([NH2:7])([C:17]2[CH:22]=[CH:21][CH:20]=[CH:19][CH:18]=2)[CH2:9]1.